Dataset: Forward reaction prediction with 1.9M reactions from USPTO patents (1976-2016). Task: Predict the product of the given reaction. (1) Given the reactants [Cl:1][C:2]1[C:6]([C:7]#[N:8])=[C:5]([CH3:9])[NH:4][C:3]=1[C:10]([NH:12][C@@H:13]1[CH2:18][CH2:17][N:16](C(OCC)=O)[CH2:15][C@@H:14]1[O:24][CH3:25])=[O:11].[OH-].[Na+], predict the reaction product. The product is: [Cl:1][C:2]1[C:6]([C:7]#[N:8])=[C:5]([CH3:9])[NH:4][C:3]=1[C:10]([NH:12][C@@H:13]1[CH2:18][CH2:17][NH:16][CH2:15][C@@H:14]1[O:24][CH3:25])=[O:11]. (2) Given the reactants [S:1]1[CH:5]=[CH:4][C:3](B(O)O)=[CH:2]1.C(=O)([O-])[O-].[Na+].[Na+].[Cl:15][C:16]1[CH:17]=[CH:18][C:19]2[N:20]([N:22]=[C:23](OS(C(F)(F)F)(=O)=O)[CH:24]=2)[CH:21]=1, predict the reaction product. The product is: [Cl:15][C:16]1[CH:17]=[CH:18][C:19]2[N:20]([N:22]=[C:23]([C:3]3[CH:4]=[CH:5][S:1][CH:2]=3)[CH:24]=2)[CH:21]=1. (3) Given the reactants [Br:1][C:2]1[CH:7]=[CH:6][C:5]([CH:8]([C:20]2[CH:25]=[CH:24][CH:23]=[CH:22][C:21]=2[CH3:26])[CH2:9][C:10]([C:12]2[CH:17]=[C:16]([F:18])[CH:15]=[CH:14][C:13]=2[F:19])=O)=[CH:4][CH:3]=1.Cl.[NH2:28][OH:29].C([O-])(O)=O.[Na+], predict the reaction product. The product is: [Br:1][C:2]1[CH:7]=[CH:6][C:5]([CH:8]([C:20]2[CH:25]=[CH:24][CH:23]=[CH:22][C:21]=2[CH3:26])[CH2:9]/[C:10](/[C:12]2[CH:17]=[C:16]([F:18])[CH:15]=[CH:14][C:13]=2[F:19])=[N:28]\[OH:29])=[CH:4][CH:3]=1. (4) Given the reactants [CH:1]1([CH2:7][CH2:8][CH2:9][OH:10])[CH2:6][CH2:5][CH2:4][CH2:3][CH2:2]1.CS(C)=O.C(N(CC)C(C)C)(C)C, predict the reaction product. The product is: [CH:1]1([CH2:7][CH2:8][CH:9]=[O:10])[CH2:6][CH2:5][CH2:4][CH2:3][CH2:2]1. (5) Given the reactants [H-].[Na+].[CH2:3]([OH:10])[C:4]1[CH:9]=[CH:8][CH:7]=[CH:6][CH:5]=1.F[C:12]1[CH:21]=[C:20]([F:22])[CH:19]=[C:18]2[C:13]=1[C:14](=[O:23])[NH:15][CH:16]=[N:17]2, predict the reaction product. The product is: [CH2:3]([O:10][C:12]1[CH:21]=[C:20]([F:22])[CH:19]=[C:18]2[C:13]=1[C:14](=[O:23])[NH:15][CH:16]=[N:17]2)[C:4]1[CH:9]=[CH:8][CH:7]=[CH:6][CH:5]=1. (6) Given the reactants [CH3:1][O:2][C:3](=[O:26])[C@H:4]([CH2:22][CH2:23][S:24][CH3:25])[NH:5][C:6](=[O:21])[C:7]1[CH:12]=[CH:11][C:10]([C:13]#[CH:14])=[CH:9][C:8]=1[C:15]1[CH:20]=[CH:19][CH:18]=[CH:17][CH:16]=1.Br[C:28]1[N:29]=[CH:30][NH:31][CH:32]=1.C(NCC)C, predict the reaction product. The product is: [CH3:1][O:2][C:3](=[O:26])[C@H:4]([CH2:22][CH2:23][S:24][CH3:25])[NH:5][C:6](=[O:21])[C:7]1[CH:12]=[CH:11][C:10]([C:13]#[C:14][C:30]2[NH:29][CH:28]=[CH:32][N:31]=2)=[CH:9][C:8]=1[C:15]1[CH:20]=[CH:19][CH:18]=[CH:17][CH:16]=1. (7) Given the reactants [CH2:1]([N:8]1[C:16]2[C:11](=[CH:12][CH:13]=[C:14]([C:17]3[CH:22]=[CH:21][C:20]([OH:23])=[CH:19][CH:18]=3)[CH:15]=2)[C:10]([CH3:24])=[C:9]1[C:25]1[CH:30]=[CH:29][CH:28]=[CH:27][CH:26]=1)[C:2]1[CH:7]=[CH:6][CH:5]=[CH:4][CH:3]=1.C([O-])([O-])=O.[K+].[K+].Br[CH2:38][C:39]#[N:40], predict the reaction product. The product is: [CH2:1]([N:8]1[C:16]2[C:11](=[CH:12][CH:13]=[C:14]([C:17]3[CH:22]=[CH:21][C:20]([O:23][CH2:38][C:39]#[N:40])=[CH:19][CH:18]=3)[CH:15]=2)[C:10]([CH3:24])=[C:9]1[C:25]1[CH:30]=[CH:29][CH:28]=[CH:27][CH:26]=1)[C:2]1[CH:3]=[CH:4][CH:5]=[CH:6][CH:7]=1.